From a dataset of Catalyst prediction with 721,799 reactions and 888 catalyst types from USPTO. Predict which catalyst facilitates the given reaction. (1) Reactant: [Cl:1][C:2]1[C:11]2[C:6](=[CH:7][CH:8]=[CH:9][CH:10]=2)[N:5]=[C:4]([CH2:12][Cl:13])[N:3]=1.[CH3:14][O:15][C:16]1[CH:21]=[CH:20][C:19]([CH2:22][NH2:23])=[CH:18][CH:17]=1.Cl. Product: [ClH:1].[Cl:13][CH2:12][C:4]1[N:3]=[C:2]([NH:23][CH2:22][C:19]2[CH:20]=[CH:21][C:16]([O:15][CH3:14])=[CH:17][CH:18]=2)[C:11]2[C:6](=[CH:7][CH:8]=[CH:9][CH:10]=2)[N:5]=1. The catalyst class is: 41. (2) Reactant: [F:1][C:2]([F:18])([F:17])[CH:3]1[CH2:8][CH2:7][N:6]([C:9]2[N:14]=[CH:13][N:12]=[C:11]([C:15]#[N:16])[CH:10]=2)[CH2:5][CH2:4]1.Cl. Product: [F:17][C:2]([F:1])([F:18])[CH:3]1[CH2:8][CH2:7][N:6]([C:9]2[N:14]=[CH:13][N:12]=[C:11]([CH2:15][NH2:16])[CH:10]=2)[CH2:5][CH2:4]1. The catalyst class is: 43. (3) Reactant: Cl.[F:2][C:3]([F:10])([F:9])[C@@:4]([CH3:8])([NH2:7])[CH2:5][NH2:6].O. Product: [F:2][C:3]([F:10])([F:9])[C@@:4]([CH3:8])([NH2:7])[CH2:5][NH2:6]. The catalyst class is: 27. (4) Reactant: [Cl:1][C:2]1[C:10]([Cl:11])=[CH:9][CH:8]=[CH:7][C:3]=1[CH:4]=[N:5][OH:6].CC1C=CC(S(NCl)(=O)=O)=CC=1.[Br:24][C:25]#[C:26][C@@H:27]1[C@:32]([C:34]2[CH:39]=[CH:38][C:37]([F:40])=[C:36]([F:41])[CH:35]=2)([OH:33])[CH2:31][CH2:30][N:29]([C:42]([O:44][C:45]([CH3:48])([CH3:47])[CH3:46])=[O:43])[CH2:28]1. Product: [Br:24][C:25]1[C:4]([C:3]2[CH:7]=[CH:8][CH:9]=[C:10]([Cl:11])[C:2]=2[Cl:1])=[N:5][O:6][C:26]=1[C@@H:27]1[C@:32]([C:34]2[CH:39]=[CH:38][C:37]([F:40])=[C:36]([F:41])[CH:35]=2)([OH:33])[CH2:31][CH2:30][N:29]([C:42]([O:44][C:45]([CH3:48])([CH3:47])[CH3:46])=[O:43])[CH2:28]1. The catalyst class is: 5. (5) Reactant: [Cl-].[CH2:2]([N+:4]1[CH:8]=[CH:7][N:6]([CH3:9])[CH:5]=1)[CH3:3].[F:10][C:11]([F:19])([S:15]([O-:18])(=[O:17])=[O:16])[CH:12]([F:14])[F:13].[K+].[Cl-].[K+]. Product: [F:10][C:11]([F:19])([S:15]([O-:18])(=[O:17])=[O:16])[CH:12]([F:14])[F:13].[CH2:2]([N+:4]1[CH:8]=[CH:7][N:6]([CH3:9])[CH:5]=1)[CH3:3]. The catalyst class is: 21.